This data is from Catalyst prediction with 721,799 reactions and 888 catalyst types from USPTO. The task is: Predict which catalyst facilitates the given reaction. (1) Reactant: [CH3:1][O:2][C:3]1[CH:4]=[C:5]([S:9][CH2:10][C:11]([OH:28])([CH3:27])[C:12]([NH:14][C:15]2[CH:20]=[CH:19][C:18]([C:21]#[N:22])=[C:17]([C:23]([F:26])([F:25])[F:24])[CH:16]=2)=[O:13])[CH:6]=[CH:7][CH:8]=1.OO.FC(F)(F)C(OC(=O)C(F)(F)F)=O.[OH2:44].[Cl-].[Na+].[OH2:47]. Product: [CH3:1][O:2][C:3]1[CH:4]=[C:5]([S:9]([CH2:10][C:11]([OH:28])([CH3:27])[C:12]([NH:14][C:15]2[CH:20]=[CH:19][C:18]([C:21]#[N:22])=[C:17]([C:23]([F:24])([F:25])[F:26])[CH:16]=2)=[O:13])(=[O:47])=[O:44])[CH:6]=[CH:7][CH:8]=1. The catalyst class is: 4. (2) Reactant: [CH3:1][O:2][C:3]1[N:4]=[C:5]2[C:10](=[CH:11][CH:12]=1)[N:9]=[CH:8][CH:7]=[C:6]2[CH:13]=O.C[Si]([N-][Si](C)(C)C)(C)C.[K+].[CH3:25][C:26](=[O:30])[O:27][CH2:28][CH3:29]. Product: [O:27]1[C:26]2([CH2:10][CH2:5][CH:6](/[CH:13]=[CH:13]/[C:6]3[CH:7]=[CH:8][N:9]=[C:10]4[C:5]=3[N:4]=[C:3]([O:2][CH3:1])[CH:12]=[CH:11]4)[CH2:7][CH2:25]2)[O:30][CH2:29][CH2:28]1. The catalyst class is: 6. (3) Reactant: [C:1]([C:4]1[CH:22]=[CH:21][CH:20]=[CH:19][C:5]=1[O:6][C:7]1[CH:16]=[CH:15][C:10]([C:11]([O:13][CH3:14])=[O:12])=[CH:9][C:8]=1[O:17][CH3:18])(=[O:3])[CH3:2].[BH4-].[Na+]. Product: [OH:3][CH:1]([C:4]1[CH:22]=[CH:21][CH:20]=[CH:19][C:5]=1[O:6][C:7]1[CH:16]=[CH:15][C:10]([C:11]([O:13][CH3:14])=[O:12])=[CH:9][C:8]=1[O:17][CH3:18])[CH3:2]. The catalyst class is: 5.